Predict the reactants needed to synthesize the given product. From a dataset of Full USPTO retrosynthesis dataset with 1.9M reactions from patents (1976-2016). (1) Given the product [C:1]([NH:5][C:6]1[N:15]([CH2:16][CH2:17][O:18][CH2:19][CH2:36][O:37][CH3:38])[C:14](=[O:20])[C:13]2[C:8](=[C:9]([I:21])[CH:10]=[CH:11][CH:12]=2)[N:7]=1)([CH3:4])([CH3:2])[CH3:3], predict the reactants needed to synthesize it. The reactants are: [C:1]([NH:5][C:6]1[N:15]([CH2:16][CH2:17][O:18][CH3:19])[C:14](=[O:20])[C:13]2[C:8](=[C:9]([I:21])[CH:10]=[CH:11][CH:12]=2)[N:7]=1)([CH3:4])([CH3:3])[CH3:2].IC1C=CC=C2C=1N=C(SC)N(C[CH2:36][O:37][CH2:38]COC)C2=O. (2) Given the product [CH3:1][O:2][C:3]([C:5]1[CH:6]=[C:7]2[C:12](=[C:13]([F:24])[C:14]=1[NH:15][C:16]1[CH:21]=[CH:20][C:19]([Br:22])=[CH:18][C:17]=1[F:23])[N:11]=[N:10][CH:9]=[C:8]2[NH2:26])=[O:4], predict the reactants needed to synthesize it. The reactants are: [CH3:1][O:2][C:3]([C:5]1[CH:6]=[C:7]2[C:12](=[C:13]([F:24])[C:14]=1[NH:15][C:16]1[CH:21]=[CH:20][C:19]([Br:22])=[CH:18][C:17]=1[F:23])[N:11]=[N:10][CH:9]=[C:8]2Cl)=[O:4].[NH3:26]. (3) Given the product [NH2:28][C:22]1[C:21]2[N:20]=[C:19]([CH2:29][O:30][CH2:31][CH3:32])[N:18]([CH2:17][CH2:16][CH2:15][CH2:14][NH:13][C:11]([NH:10][C@@H:8]3[CH2:9][C@H:7]3[C:1]3[CH:6]=[CH:5][CH:4]=[CH:3][CH:2]=3)=[O:12])[C:26]=2[CH:25]=[C:24]([CH3:27])[N:23]=1, predict the reactants needed to synthesize it. The reactants are: [C:1]1([C@@H:7]2[CH2:9][C@H:8]2[N:10]=[C:11]=[O:12])[CH:6]=[CH:5][CH:4]=[CH:3][CH:2]=1.[NH2:13][CH2:14][CH2:15][CH2:16][CH2:17][N:18]1[C:26]2[CH:25]=[C:24]([CH3:27])[N:23]=[C:22]([NH2:28])[C:21]=2[N:20]=[C:19]1[CH2:29][O:30][CH2:31][CH3:32]. (4) Given the product [F:34][C:25]1[CH:26]=[C:27]([S:30]([CH3:33])(=[O:31])=[O:32])[CH:28]=[CH:29][C:24]=1[NH:23][C:22]1[N:21]=[CH:20][N:19]=[C:18]2[N:14]([CH:11]3[CH2:12][CH2:13][N:8]([C:6](=[O:7])[C:43]([CH3:45])([CH3:44])[CH3:42])[CH2:9][CH2:10]3)[N:15]=[CH:16][C:17]=12, predict the reactants needed to synthesize it. The reactants are: C(O[C:6]([N:8]1[CH2:13][CH2:12][CH:11]([N:14]2[C:18]3=[N:19][CH:20]=[N:21][C:22]([NH:23][C:24]4[CH:29]=[CH:28][C:27]([S:30]([CH3:33])(=[O:32])=[O:31])=[CH:26][C:25]=4[F:34])=[C:17]3[CH:16]=[N:15]2)[CH2:10][CH2:9]1)=[O:7])(C)(C)C.FC(F)(F)C(O)=O.[C:42](Cl)(=O)[C:43](C)([CH3:45])[CH3:44]. (5) Given the product [C:57]([O:25][C:23](=[O:24])[CH2:22][C@H:19]1[CH2:20][CH2:21][C@H:16]([C:13]2[CH:14]=[CH:15][C:10]([C:8]3[C:7]([CH3:26])=[N:6][CH:5]=[C:4]([C:1]([NH2:2])=[S:36])[N:9]=3)=[CH:11][CH:12]=2)[CH2:17][CH2:18]1)([CH3:62])([CH3:58])[CH3:53], predict the reactants needed to synthesize it. The reactants are: [C:1]([C:4]1[N:9]=[C:8]([C:10]2[CH:15]=[CH:14][C:13]([C@H:16]3[CH2:21][CH2:20][C@H:19]([CH2:22][C:23]([OH:25])=[O:24])[CH2:18][CH2:17]3)=[CH:12][CH:11]=2)[C:7]([CH3:26])=[N:6][CH:5]=1)(=O)[NH2:2].COC1C=CC(P2(SP(C3C=CC(OC)=CC=3)(=S)S2)=[S:36])=CC=1.CC1C(C(N)=O)=N[C:53]([C:57]2[CH:62]=[CH:62][C:57]([C@H:53]3CC[C@H](CC(NS(C)(=O)=O)=O)CC3)=[CH:58][CH:58]=2)=C(C)N=1. (6) The reactants are: Cl[C:2]1[N:7]=[C:6]([NH:8][C:9]2[CH:14]=[CH:13][CH:12]=[C:11]([OH:15])[CH:10]=2)[C:5]([F:16])=[CH:4][N:3]=1.[CH2:17]([NH:20][C:21]([C:23]1[CH:24]=[C:25]([CH:27]=[CH:28][CH:29]=1)[NH2:26])=[O:22])[CH2:18][CH3:19]. Given the product [F:16][C:5]1[C:6]([NH:8][C:9]2[CH:14]=[CH:13][CH:12]=[C:11]([OH:15])[CH:10]=2)=[N:7][C:2]([NH:26][C:25]2[CH:27]=[CH:28][CH:29]=[C:23]([C:21]([NH:20][CH2:17][CH2:18][CH3:19])=[O:22])[CH:24]=2)=[N:3][CH:4]=1, predict the reactants needed to synthesize it. (7) Given the product [Cl:1][CH2:2][C:3]1[CH:8]=[CH:7][CH:6]=[CH:5][C:4]=1[S:9]([CH2:10][CH3:11])(=[O:12])=[O:18], predict the reactants needed to synthesize it. The reactants are: [Cl:1][CH2:2][C:3]1[CH:8]=[CH:7][CH:6]=[CH:5][C:4]=1[S:9][CH2:10][CH3:11].[OH:12]OS([O-])=O.[K+].[OH2:18]. (8) Given the product [F:25][C:26]1[CH:31]=[CH:30][CH:29]=[CH:28][C:27]=1[CH:32]1[CH2:41][CH2:40][C:39]2[C:34](=[CH:35][CH:36]=[C:37]([O:42][C:43]3[N:44]=[CH:45][C:46]([NH2:49])=[CH:47][CH:48]=3)[CH:38]=2)[O:33]1, predict the reactants needed to synthesize it. The reactants are: NC1C=CC(OC2C=C3C(=CC=2)OC(C2C=CC=CC=2)CC3)=NC=1.[F:25][C:26]1[CH:31]=[CH:30][CH:29]=[CH:28][C:27]=1[CH:32]1[CH2:41][CH2:40][C:39]2[C:34](=[CH:35][CH:36]=[C:37]([O:42][C:43]3[CH:48]=[CH:47][C:46]([N+:49]([O-])=O)=[CH:45][N:44]=3)[CH:38]=2)[O:33]1. (9) Given the product [OH:6][C@H:5]1[C@H:1]([CH3:15])[CH2:2][N:3]([C:7]([O:9][C:10]([CH3:13])([CH3:12])[CH3:11])=[O:8])[CH2:4]1, predict the reactants needed to synthesize it. The reactants are: [CH:1]12[O:6][CH:5]1[CH2:4][N:3]([C:7]([O:9][C:10]([CH3:13])([CH3:12])[CH3:11])=[O:8])[CH2:2]2.[Cu][C:15]#N.C[Mg]Br.[Cl-].[NH4+].